This data is from Reaction yield outcomes from USPTO patents with 853,638 reactions. The task is: Predict the reaction yield, written as a fraction of the theoretical maximum amount of product (1.0 means a 100% yield; for example, 0.34 means a 34% yield). The reactants are [C:1]([O:4][C@H:5]1[C@H:10]([O:11][C:12](=[O:14])[CH3:13])[C@@H:9]([O:15][C:16](=[O:18])[CH3:17])[C@H:8]([C:19]2[CH:24]=[CH:23][C:22]([Cl:25])=[C:21]([CH2:26][C:27]3[CH:32]=[CH:31][C:30]([C:33](=O)[CH2:34][CH3:35])=[CH:29][CH:28]=3)[CH:20]=2)[O:7][C@@H:6]1[CH2:37][O:38][C:39](=[O:41])[CH3:40])(=[O:3])[CH3:2].N1C=CC=CC=1.Cl.[CH3:49][O:50][NH2:51]. The catalyst is C(O)C. The product is [C:39]([O:38][C@H:37]1[C@H:10]([O:11][C:12](=[O:14])[CH3:13])[C@@H:9]([O:15][C:16](=[O:18])[CH3:17])[C@H:8]([C:19]2[CH:24]=[CH:23][C:22]([Cl:25])=[C:21]([CH2:26][C:27]3[CH:32]=[CH:31][C:30]([C:33](=[N:51][O:50][CH3:49])[CH2:34][CH3:35])=[CH:29][CH:28]=3)[CH:20]=2)[O:7][C@@H:6]1[CH2:5][O:4][C:1](=[O:3])[CH3:2])(=[O:41])[CH3:40]. The yield is 0.733.